Dataset: NCI-60 drug combinations with 297,098 pairs across 59 cell lines. Task: Regression. Given two drug SMILES strings and cell line genomic features, predict the synergy score measuring deviation from expected non-interaction effect. (1) Drug 1: C1=CN(C(=O)N=C1N)C2C(C(C(O2)CO)O)O.Cl. Drug 2: CS(=O)(=O)CCNCC1=CC=C(O1)C2=CC3=C(C=C2)N=CN=C3NC4=CC(=C(C=C4)OCC5=CC(=CC=C5)F)Cl. Cell line: NCIH23. Synergy scores: CSS=31.7, Synergy_ZIP=-1.24, Synergy_Bliss=-3.16, Synergy_Loewe=-22.0, Synergy_HSA=-2.81. (2) Drug 1: C(=O)(N)NO. Drug 2: CC(C)NC(=O)C1=CC=C(C=C1)CNNC.Cl. Cell line: SF-268. Synergy scores: CSS=-1.76, Synergy_ZIP=2.92, Synergy_Bliss=5.10, Synergy_Loewe=3.95, Synergy_HSA=0.842. (3) Drug 1: C1CCC(CC1)NC(=O)N(CCCl)N=O. Drug 2: C1CC(C1)(C(=O)O)C(=O)O.[NH2-].[NH2-].[Pt+2]. Cell line: HS 578T. Synergy scores: CSS=29.7, Synergy_ZIP=-3.52, Synergy_Bliss=5.86, Synergy_Loewe=6.02, Synergy_HSA=8.49. (4) Drug 1: CC(C1=C(C=CC(=C1Cl)F)Cl)OC2=C(N=CC(=C2)C3=CN(N=C3)C4CCNCC4)N. Drug 2: COC1=CC(=CC(=C1O)OC)C2C3C(COC3=O)C(C4=CC5=C(C=C24)OCO5)OC6C(C(C7C(O6)COC(O7)C8=CC=CS8)O)O. Cell line: CCRF-CEM. Synergy scores: CSS=48.7, Synergy_ZIP=-9.39, Synergy_Bliss=-16.8, Synergy_Loewe=-19.1, Synergy_HSA=-14.9. (5) Drug 1: C1=CC(=C2C(=C1NCCNCCO)C(=O)C3=C(C=CC(=C3C2=O)O)O)NCCNCCO. Drug 2: C1CN(P(=O)(OC1)NCCCl)CCCl. Cell line: 786-0. Synergy scores: CSS=48.2, Synergy_ZIP=3.49, Synergy_Bliss=4.26, Synergy_Loewe=-56.1, Synergy_HSA=3.97. (6) Drug 1: CCC1=CC2CC(C3=C(CN(C2)C1)C4=CC=CC=C4N3)(C5=C(C=C6C(=C5)C78CCN9C7C(C=CC9)(C(C(C8N6C)(C(=O)OC)O)OC(=O)C)CC)OC)C(=O)OC.C(C(C(=O)O)O)(C(=O)O)O. Drug 2: C1=C(C(=O)NC(=O)N1)F. Cell line: M14. Synergy scores: CSS=33.6, Synergy_ZIP=-13.8, Synergy_Bliss=-8.46, Synergy_Loewe=-8.56, Synergy_HSA=-5.35.